From a dataset of Full USPTO retrosynthesis dataset with 1.9M reactions from patents (1976-2016). Predict the reactants needed to synthesize the given product. (1) Given the product [C:1]([NH:4][C@:5]1([C:20](=[O:26])[NH:21][C:22]([CH3:25])([CH3:24])[CH3:23])[C@@H:9]([CH2:10][CH2:11][CH2:12][B:30]2[O:31][C:32]([CH3:34])([CH3:33])[C:28]([CH3:35])([CH3:27])[O:29]2)[CH2:8][N:7]([C:13]([O:15][C:16]([CH3:17])([CH3:18])[CH3:19])=[O:14])[CH2:6]1)(=[O:3])[CH3:2], predict the reactants needed to synthesize it. The reactants are: [C:1]([NH:4][C@:5]1([C:20](=[O:26])[NH:21][C:22]([CH3:25])([CH3:24])[CH3:23])[C@@H:9]([CH2:10][CH:11]=[CH2:12])[CH2:8][N:7]([C:13]([O:15][C:16]([CH3:19])([CH3:18])[CH3:17])=[O:14])[CH2:6]1)(=[O:3])[CH3:2].[CH3:27][C:28]1([CH3:35])[C:32]([CH3:34])([CH3:33])[O:31][BH:30][O:29]1. (2) Given the product [C:10]([C:9]1[CH:8]=[CH:27][C:28]([O:29][CH3:30])=[C:21]([F:20])[C:22]=1[CH2:31][CH2:32][CH3:33])#[CH:11], predict the reactants needed to synthesize it. The reactants are: C(NC(C)C)(C)C.[CH2:8]([Li])[CH2:9][CH2:10][CH3:11].[Si](C=[N+]=[N-])(C)(C)C.[F:20][C:21]1[C:22]([CH2:31][CH2:32][CH3:33])=C(C=[CH:27][C:28]=1[O:29][CH3:30])C=O. (3) Given the product [F:1][C:2]1[CH:9]=[C:8]([O:10][CH2:11][CH2:12][O:13][CH3:14])[C:7]([O:15][CH3:16])=[CH:6][C:3]=1[C:4]([OH:19])=[O:5], predict the reactants needed to synthesize it. The reactants are: [F:1][C:2]1[CH:9]=[C:8]([O:10][CH2:11][CH2:12][O:13][CH3:14])[C:7]([O:15][CH3:16])=[CH:6][C:3]=1[CH:4]=[O:5].[OH-].[K+].[O-:19][Mn](=O)(=O)=O.[K+]. (4) Given the product [NH:45]1[CH:46]=[CH:47][N:48]=[C:44]1[C:41]1[CH:42]=[CH:43][C:38]([C:37]2[CH:36]=[N:35][N:32]3[CH:33]=[CH:34][C:29]([N:3]4[C@@H:2]([CH3:1])[CH2:6][O:5][C:4]4=[O:7])=[N:30][C:31]=23)=[CH:39][CH:40]=1, predict the reactants needed to synthesize it. The reactants are: [CH3:1][C@H:2]1[CH2:6][O:5][C:4](=[O:7])[NH:3]1.C[Si](C)(C)[N-][Si](C)(C)C.[Na+].CC1C=CC(S(O[C:29]2[CH:34]=[CH:33][N:32]3[N:35]=[CH:36][C:37]([C:38]4[CH:43]=[CH:42][C:41]([C:44]5[N:45](COCC[Si](C)(C)C)[CH:46]=[CH:47][N:48]=5)=[CH:40][CH:39]=4)=[C:31]3[N:30]=2)(=O)=O)=CC=1.[NH4+].[Cl-].FC(F)(F)C(O)=O. (5) Given the product [Br:11][C:12]1[CH:13]=[CH:14][CH:15]=[C:16]2[C:21]=1[N:20]=[C:19]([NH:23][C:24]1[CH:29]=[CH:28][CH:27]=[CH:26][CH:25]=1)[N:18]=[CH:17]2, predict the reactants needed to synthesize it. The reactants are: [Li+].C[Si]([N-][Si](C)(C)C)(C)C.[Br:11][C:12]1[CH:13]=[CH:14][CH:15]=[C:16]2[C:21]=1[N:20]=[C:19](Cl)[N:18]=[CH:17]2.[NH2:23][C:24]1[CH:29]=[CH:28][CH:27]=[CH:26][CH:25]=1.[NH4+].[Cl-]. (6) The reactants are: [C:1]([N:9]1[CH2:18][CH2:17][C:12]2(OCC[O:13]2)[CH2:11][CH2:10]1)(=[O:8])[C:2]1[CH:7]=[CH:6][N:5]=[CH:4][CH:3]=1.C(=O)([O-])[O-].[Na+].[Na+]. Given the product [C:1]([N:9]1[CH2:18][CH2:17][C:12](=[O:13])[CH2:11][CH2:10]1)(=[O:8])[C:2]1[CH:7]=[CH:6][N:5]=[CH:4][CH:3]=1, predict the reactants needed to synthesize it. (7) Given the product [CH2:1]([N:8]1[C:13](=[O:14])[C:12]([C:15]2[CH:20]=[CH:19][C:18]([O:21][CH3:22])=[C:17]([F:23])[CH:16]=2)=[CH:11][N:10]=[C:9]1[NH:31][C:30]1[CH:32]=[CH:33][C:27]([F:26])=[CH:28][CH:29]=1)[C:2]1[CH:7]=[CH:6][CH:5]=[CH:4][CH:3]=1, predict the reactants needed to synthesize it. The reactants are: [CH2:1]([N:8]1[C:13](=[O:14])[C:12]([C:15]2[CH:20]=[CH:19][C:18]([O:21][CH3:22])=[C:17]([F:23])[CH:16]=2)=[CH:11][N:10]=[C:9]1SC)[C:2]1[CH:7]=[CH:6][CH:5]=[CH:4][CH:3]=1.[F:26][C:27]1[CH:33]=[CH:32][C:30]([NH2:31])=[CH:29][CH:28]=1.Cl. (8) Given the product [O:7]1[C:8]2[CH:13]=[CH:12][CH:11]=[CH:10][C:9]=2[C:5]([CH2:4][CH:2]([OH:1])[CH2:3][N:14]2[CH2:15][CH2:16][CH:17]([NH:20][C:21](=[O:27])[O:22][C:23]([CH3:25])([CH3:24])[CH3:26])[CH2:18][CH2:19]2)=[CH:6]1, predict the reactants needed to synthesize it. The reactants are: [O:1]1[CH2:3][CH:2]1[CH2:4][C:5]1[C:9]2[CH:10]=[CH:11][CH:12]=[CH:13][C:8]=2[O:7][CH:6]=1.[NH:14]1[CH2:19][CH2:18][CH:17]([NH:20][C:21](=[O:27])[O:22][C:23]([CH3:26])([CH3:25])[CH3:24])[CH2:16][CH2:15]1. (9) Given the product [N:1]1[CH:2]=[CH:3][C:4]([C:7]2[CH:8]=[C:9]([C:13]3[O:14][C:15]4[C:21]([C:22]([NH2:26])=[O:24])=[CH:20][CH:19]=[CH:18][C:16]=4[N:17]=3)[CH:10]=[CH:11][CH:12]=2)=[CH:5][CH:6]=1, predict the reactants needed to synthesize it. The reactants are: [N:1]1[CH:6]=[CH:5][C:4]([C:7]2[CH:8]=[C:9]([C:13]3[O:14][C:15]4[C:21]([C:22]([O:24]C)=O)=[CH:20][CH:19]=[CH:18][C:16]=4[N:17]=3)[CH:10]=[CH:11][CH:12]=2)=[CH:3][CH:2]=1.[NH3:26]. (10) Given the product [NH2:1][C:2]1[N:7]=[CH:6][N:5]=[C:4]2[N:8]([CH:20]([C:22]3[O:23][C:24]4[C:29]([C:30](=[O:39])[C:31]=3[C:32]3[CH:37]=[CH:36][CH:35]=[C:34]([F:38])[CH:33]=3)=[CH:28][CH:27]=[CH:26][CH:25]=4)[CH3:21])[N:9]=[C:10]([C:11]3[CH:16]=[CH:15][C:14]([F:17])=[C:13]([OH:18])[CH:12]=3)[C:3]=12, predict the reactants needed to synthesize it. The reactants are: [NH2:1][C:2]1[N:7]=[CH:6][N:5]=[C:4]2[N:8]([CH:20]([C:22]3[O:23][C:24]4[C:29]([C:30](=[O:39])[C:31]=3[C:32]3[CH:37]=[CH:36][CH:35]=[C:34]([F:38])[CH:33]=3)=[CH:28][CH:27]=[CH:26][CH:25]=4)[CH3:21])[N:9]=[C:10]([C:11]3[CH:16]=[CH:15][C:14]([F:17])=[C:13]([O:18]C)[CH:12]=3)[C:3]=12.